Dataset: Forward reaction prediction with 1.9M reactions from USPTO patents (1976-2016). Task: Predict the product of the given reaction. Given the reactants [N:1]1[CH:6]=[CH:5][CH:4]=[CH:3][C:2]=1[CH:7]=O.[CH3:9][O:10][CH2:11][CH2:12][NH2:13].[C:14]1(=[O:25])[O:20][C:18](=O)[C:17]2=[CH:21][CH:22]=[CH:23][CH:24]=[C:16]2[CH2:15]1.[CH3:26][O:27][C:28]1[CH:29]=[C:30]([CH:32]=[CH:33][CH:34]=1)[NH2:31], predict the reaction product. The product is: [CH3:9][O:10][CH2:11][CH2:12][N:13]1[CH:7]([C:2]2[CH:3]=[CH:4][CH:5]=[CH:6][N:1]=2)[CH:15]([C:14]([NH:31][C:30]2[CH:32]=[CH:33][CH:34]=[C:28]([O:27][CH3:26])[CH:29]=2)=[O:25])[C:16]2[C:17](=[CH:21][CH:22]=[CH:23][CH:24]=2)[C:18]1=[O:20].